From a dataset of Catalyst prediction with 721,799 reactions and 888 catalyst types from USPTO. Predict which catalyst facilitates the given reaction. (1) The catalyst class is: 11. Reactant: [OH:1][NH:2][C:3](=[O:9])[O:4][C:5]([CH3:8])([CH3:7])[CH3:6].[CH2:10]([O:12][CH2:13][CH:14]([OH:19])[CH2:15][O:16][CH2:17][CH3:18])[CH3:11].[C:20](Cl)(Cl)=[O:21]. Product: [C:5]([O:4][C:3]([NH:2][O:1][C:20]([O:19][CH:14]([CH2:15][O:16][CH2:17][CH3:18])[CH2:13][O:12][CH2:10][CH3:11])=[O:21])=[O:9])([CH3:8])([CH3:7])[CH3:6]. (2) Reactant: [Cl:1][C:2](=[C:4]([C:10](OCC)=O)[C:5]([O:7][CH2:8][CH3:9])=[O:6])[CH3:3].[CH2:15]([N:17]1[C:21]([NH2:22])=C[CH:19]=[N:18]1)[CH3:16].[CH2:23](N(CC)CC)C. Product: [Cl:1][C:2]1[C:4]([C:5]([O:7][CH2:8][CH3:9])=[O:6])=[C:10]([CH3:23])[N:22]=[C:21]2[N:17]([CH2:15][CH3:16])[N:18]=[CH:19][C:3]=12. The catalyst class is: 11. (3) Reactant: [C:1]([CH2:3][C:4]1[S:5][CH:6]=[C:7]([C:9]2[S:13][C:12]([NH:14][C:15](=[O:17])[CH3:16])=[N:11][C:10]=2[CH3:18])[N:8]=1)#[N:2].Cl.[NH2:20][OH:21].C(N(CC)CC)C. Product: [NH2:2]/[C:1](=[N:20]/[OH:21])/[CH2:3][C:4]1[S:5][CH:6]=[C:7]([C:9]2[S:13][C:12]([NH:14][C:15](=[O:17])[CH3:16])=[N:11][C:10]=2[CH3:18])[N:8]=1. The catalyst class is: 12.